From a dataset of Forward reaction prediction with 1.9M reactions from USPTO patents (1976-2016). Predict the product of the given reaction. (1) Given the reactants O[C:2]1([C:8]2([C:12]#[N:13])[CH2:11][CH2:10][CH2:9]2)[CH2:7][CH2:6][O:5][CH2:4][CH2:3]1.O=P(Cl)(Cl)Cl, predict the reaction product. The product is: [O:5]1[CH2:4][CH:3]=[C:2]([C:8]2([C:12]#[N:13])[CH2:11][CH2:10][CH2:9]2)[CH2:7][CH2:6]1. (2) Given the reactants C[Si]([N-][Si](C)(C)C)(C)C.[Na+].O=[C:12]1[C:20]2[C:15](=[CH:16][C:17]([C:21]#[N:22])=[CH:18][CH:19]=2)[CH2:14][CH2:13]1.C1[CH2:27][O:26][CH2:25]C1, predict the reaction product. The product is: [CH3:25][O:26][CH:27]=[C:12]1[C:20]2[C:15](=[CH:16][C:17]([C:21]#[N:22])=[CH:18][CH:19]=2)[CH2:14][CH2:13]1.